Task: Predict the reaction yield, written as a fraction of the theoretical maximum amount of product (1.0 means a 100% yield; for example, 0.34 means a 34% yield).. Dataset: Reaction yield outcomes from USPTO patents with 853,638 reactions (1) The reactants are [NH2:1][C:2]1[N:33]=[CH:32][CH:31]=[CH:30][C:3]=1[C:4]([C:6]1[N:7]=[C:8]([N:16]2[CH2:22][CH2:21][CH2:20][N:19](C(OC(C)(C)C)=O)[CH2:18][CH2:17]2)[C:9]2[C:14]([CH:15]=1)=[CH:13][CH:12]=[CH:11][CH:10]=2)=[O:5].[ClH:34]. The catalyst is O1CCOCC1. The product is [ClH:34].[ClH:34].[N:16]1([C:8]2[C:9]3[C:14](=[CH:13][CH:12]=[CH:11][CH:10]=3)[CH:15]=[C:6]([C:4]([C:3]3[C:2]([NH2:1])=[N:33][CH:32]=[CH:31][CH:30]=3)=[O:5])[N:7]=2)[CH2:22][CH2:21][CH2:20][NH:19][CH2:18][CH2:17]1. The yield is 0.980. (2) The reactants are [Br:1][C:2]1[CH:3]=[C:4]([C:8]2[NH:12][CH:11]=[N:10][CH:9]=2)[CH:5]=[CH:6][CH:7]=1.[H-].[Na+].Cl[CH2:16][O:17][CH2:18][CH2:19][Si:20]([CH3:23])([CH3:22])[CH3:21]. The catalyst is CN(C)C=O. The product is [Br:1][C:2]1[CH:3]=[C:4]([C:8]2[N:12]([CH2:16][O:17][CH2:18][CH2:19][Si:20]([CH3:23])([CH3:22])[CH3:21])[CH:11]=[N:10][CH:9]=2)[CH:5]=[CH:6][CH:7]=1. The yield is 0.696. (3) The reactants are [N:1]1([CH2:7][CH2:8][N:9]2[CH2:14][CH2:13][S:12][C:11]3[CH:15]=[C:16]([NH2:19])[CH:17]=[CH:18][C:10]2=3)[CH2:6][CH2:5][CH2:4][CH2:3][CH2:2]1.I.[S:21]1[CH:25]=[CH:24][CH:23]=[C:22]1[C:26](SC)=[NH:27]. The yield is 0.230. The product is [N:1]1([CH2:7][CH2:8][N:9]2[CH2:14][CH2:13][S:12][C:11]3[CH:15]=[C:16]([NH:19][C:26]([C:22]4[S:21][CH:25]=[CH:24][CH:23]=4)=[NH:27])[CH:17]=[CH:18][C:10]2=3)[CH2:6][CH2:5][CH2:4][CH2:3][CH2:2]1. No catalyst specified.